This data is from TCR-epitope binding with 47,182 pairs between 192 epitopes and 23,139 TCRs. The task is: Binary Classification. Given a T-cell receptor sequence (or CDR3 region) and an epitope sequence, predict whether binding occurs between them. (1) The TCR CDR3 sequence is CSASSVPGREDTQYF. The epitope is YLDAYNMMI. Result: 1 (the TCR binds to the epitope). (2) The epitope is GLCTLVAML. The TCR CDR3 sequence is CASSRPGQGDTEAFF. Result: 1 (the TCR binds to the epitope). (3) The epitope is TTLPVNVAF. The TCR CDR3 sequence is CASSFNGGAIDTQYF. Result: 0 (the TCR does not bind to the epitope). (4) The epitope is YLQPRTFLL. The TCR CDR3 sequence is CALWKGGRENTGELFF. Result: 1 (the TCR binds to the epitope). (5) The epitope is FLLNKEMYL. The TCR CDR3 sequence is CASSLTGRASGSVQEQFF. Result: 1 (the TCR binds to the epitope). (6) The epitope is YIFFASFYY. The TCR CDR3 sequence is CASSPPPGENTGELFF. Result: 1 (the TCR binds to the epitope). (7) The epitope is RLYYDSMSY. The TCR CDR3 sequence is CASSLTSGSGKNIQYF. Result: 0 (the TCR does not bind to the epitope).